Predict the reaction yield, written as a fraction of the theoretical maximum amount of product (1.0 means a 100% yield; for example, 0.34 means a 34% yield). From a dataset of Reaction yield outcomes from USPTO patents with 853,638 reactions. The reactants are I[C:2]1[CH:3]=[CH:4][C:5]2[N:6]([CH:8]=[C:9]([NH:11][C:12]([CH:14]3[CH2:16][CH2:15]3)=[O:13])[N:10]=2)[N:7]=1.[NH2:17][C:18]1[CH:19]=[CH:20][C:21]([Cl:25])=[C:22]([OH:24])[CH:23]=1.C(=O)([O-])[O-].[K+].[K+]. The catalyst is CN(C)C=O. The product is [NH2:17][C:18]1[CH:19]=[CH:20][C:21]([Cl:25])=[C:22]([CH:23]=1)[O:24][C:2]1[CH:3]=[CH:4][C:5]2[N:6]([CH:8]=[C:9]([NH:11][C:12]([CH:14]3[CH2:16][CH2:15]3)=[O:13])[N:10]=2)[N:7]=1. The yield is 0.270.